Regression. Given a peptide amino acid sequence and an MHC pseudo amino acid sequence, predict their binding affinity value. This is MHC class II binding data. From a dataset of Peptide-MHC class II binding affinity with 134,281 pairs from IEDB. (1) The peptide sequence is AFLVAATAANAAPAN. The MHC is HLA-DPA10103-DPB10301 with pseudo-sequence HLA-DPA10103-DPB10301. The binding affinity (normalized) is 0.600. (2) The peptide sequence is VKLEGRVIDLGCGRG. The MHC is HLA-DQA10601-DQB10402 with pseudo-sequence HLA-DQA10601-DQB10402. The binding affinity (normalized) is 0. (3) The peptide sequence is SQDLELSWNLWGLQAY. The MHC is HLA-DQA10301-DQB10302 with pseudo-sequence HLA-DQA10301-DQB10302. The binding affinity (normalized) is 0.501. (4) The peptide sequence is QKEYMERQGKTPLGL. The MHC is DRB1_0401 with pseudo-sequence DRB1_0401. The binding affinity (normalized) is 0.124.